This data is from Forward reaction prediction with 1.9M reactions from USPTO patents (1976-2016). The task is: Predict the product of the given reaction. (1) Given the reactants [Cl:1][C:2]1[CH:7]=[CH:6][C:5]([OH:8])=[C:4]([CH2:9][OH:10])[CH:3]=1.C(=O)([O-])[O-].[K+].[K+].[CH2:17](Br)[C:18]1[CH:23]=[CH:22][CH:21]=[CH:20][CH:19]=1, predict the reaction product. The product is: [Cl:1][C:2]1[CH:7]=[CH:6][C:5]([O:8][CH2:17][C:18]2[CH:23]=[CH:22][CH:21]=[CH:20][CH:19]=2)=[C:4]([CH2:9][OH:10])[CH:3]=1. (2) Given the reactants [CH3:1][O:2][C:3](=[O:24])[C:4]([C:11]1[CH:16]=[CH:15][C:14]([O:17]COCCOC)=[CH:13][CH:12]=1)([CH2:8][O:9][CH3:10])[CH2:5][O:6][CH3:7].Cl, predict the reaction product. The product is: [CH3:1][O:2][C:3](=[O:24])[C:4]([C:11]1[CH:12]=[CH:13][C:14]([OH:17])=[CH:15][CH:16]=1)([CH2:8][O:9][CH3:10])[CH2:5][O:6][CH3:7]. (3) Given the reactants [OH:1][C:2]1[CH:7]=[C:6]([CH3:8])[N:5]([C:9]2[CH:14]=[C:13]([CH2:15][OH:16])[CH:12]=[CH:11][C:10]=2[CH3:17])[C:4](=[O:18])[CH:3]=1.[F:19][C:20]1[CH:27]=[C:26]([F:28])[CH:25]=[CH:24][C:21]=1[CH2:22]Br.C([O-])([O-])=O.[K+].[K+].O, predict the reaction product. The product is: [F:19][C:20]1[CH:27]=[C:26]([F:28])[CH:25]=[CH:24][C:21]=1[CH2:22][O:1][C:2]1[CH:7]=[C:6]([CH3:8])[N:5]([C:9]2[CH:14]=[C:13]([CH2:15][OH:16])[CH:12]=[CH:11][C:10]=2[CH3:17])[C:4](=[O:18])[CH:3]=1. (4) Given the reactants Br[C:2]1[CH:3]=[C:4]2[C:9](=[CH:10][CH:11]=1)[C:8](=[O:12])[N:7]([CH2:13][CH:14]1[CH2:16][CH2:15]1)[CH:6]=[C:5]2[S:17]([N:20]1[CH2:25][CH2:24][N:23]([C:26]([O:28][C:29]([CH3:32])([CH3:31])[CH3:30])=[O:27])[CH2:22][CH2:21]1)(=[O:19])=[O:18].[CH:33]1([NH:36][C:37](=[O:55])[C:38]2[CH:43]=[C:42](B3OC(C)(C)C(C)(C)O3)[C:41]([CH3:53])=[C:40]([F:54])[CH:39]=2)[CH2:35][CH2:34]1.C(=O)([O-])[O-].[K+].[K+], predict the reaction product. The product is: [CH:33]1([NH:36][C:37]([C:38]2[CH:39]=[C:40]([F:54])[C:41]([CH3:53])=[C:42]([C:2]3[CH:3]=[C:4]4[C:9](=[CH:10][CH:11]=3)[C:8](=[O:12])[N:7]([CH2:13][CH:14]3[CH2:15][CH2:16]3)[CH:6]=[C:5]4[S:17]([N:20]3[CH2:21][CH2:22][N:23]([C:26]([O:28][C:29]([CH3:31])([CH3:30])[CH3:32])=[O:27])[CH2:24][CH2:25]3)(=[O:19])=[O:18])[CH:43]=2)=[O:55])[CH2:35][CH2:34]1. (5) The product is: [CH:28]([S:25]([C:20]1[CH:21]=[CH:22][CH:23]=[CH:24][C:19]=1[NH:18][C:16]1[N:15]=[CH:14][N:13]=[C:12]([NH:11][C:10]2[C:4]3[O:3][C@H:2]([CH3:1])[CH2:6][C:5]=3[C:7]([CH:32]3[CH2:33][CH2:34][N:35]([CH2:46][CH2:47][OH:48])[CH2:36][CH2:37]3)=[C:8]([CH3:31])[CH:9]=2)[N:17]=1)(=[O:27])=[O:26])([CH3:29])[CH3:30]. Given the reactants [CH3:1][C@@H:2]1[CH2:6][C:5]2[C:7]([CH:32]3[CH2:37][CH2:36][NH:35][CH2:34][CH2:33]3)=[C:8]([CH3:31])[CH:9]=[C:10]([NH:11][C:12]3[N:17]=[C:16]([NH:18][C:19]4[CH:24]=[CH:23][CH:22]=[CH:21][C:20]=4[S:25]([CH:28]([CH3:30])[CH3:29])(=[O:27])=[O:26])[N:15]=[CH:14][N:13]=3)[C:4]=2[O:3]1.CCN(CC)CC.Br[CH2:46][CH2:47][OH:48], predict the reaction product.